This data is from Full USPTO retrosynthesis dataset with 1.9M reactions from patents (1976-2016). The task is: Predict the reactants needed to synthesize the given product. Given the product [F:57][C:58]1[CH:63]=[C:62]([F:64])[CH:61]=[CH:60][C:59]=1[NH:65][C:66]([NH:52][C:51]1[CH:53]=[CH:54][C:48]([C:45]2[S:44][C:43]([CH:40]3[CH2:41][CH2:42][N:37]([S:34]([C:33]([F:32])([F:55])[F:56])(=[O:35])=[O:36])[CH2:38][CH2:39]3)=[N:47][CH:46]=2)=[CH:49][CH:50]=1)=[O:67], predict the reactants needed to synthesize it. The reactants are: FC(F)(F)C1C=C(NC(=O)NC2C=CC(C3SC(CCC(OC)=O)=NC=3)=CC=2)C=CC=1.[F:32][C:33]([F:56])([F:55])[S:34]([N:37]1[CH2:42][CH2:41][CH:40]([C:43]2[S:44][C:45]([C:48]3[CH:54]=[CH:53][C:51]([NH2:52])=[CH:50][CH:49]=3)=[CH:46][N:47]=2)[CH2:39][CH2:38]1)(=[O:36])=[O:35].[F:57][C:58]1[CH:63]=[C:62]([F:64])[CH:61]=[CH:60][C:59]=1[N:65]=[C:66]=[O:67].